The task is: Regression. Given two drug SMILES strings and cell line genomic features, predict the synergy score measuring deviation from expected non-interaction effect.. This data is from NCI-60 drug combinations with 297,098 pairs across 59 cell lines. (1) Drug 1: C1=CC(=CC=C1C#N)C(C2=CC=C(C=C2)C#N)N3C=NC=N3. Drug 2: CN(CCCl)CCCl.Cl. Cell line: RPMI-8226. Synergy scores: CSS=42.5, Synergy_ZIP=3.31, Synergy_Bliss=2.08, Synergy_Loewe=5.44, Synergy_HSA=5.16. (2) Drug 1: CC(CN1CC(=O)NC(=O)C1)N2CC(=O)NC(=O)C2. Drug 2: CN(C(=O)NC(C=O)C(C(C(CO)O)O)O)N=O. Cell line: M14. Synergy scores: CSS=7.71, Synergy_ZIP=-2.74, Synergy_Bliss=-0.507, Synergy_Loewe=-0.615, Synergy_HSA=-1.02. (3) Drug 1: CCN(CC)CCNC(=O)C1=C(NC(=C1C)C=C2C3=C(C=CC(=C3)F)NC2=O)C. Drug 2: C(=O)(N)NO. Cell line: DU-145. Synergy scores: CSS=5.35, Synergy_ZIP=1.68, Synergy_Bliss=9.31, Synergy_Loewe=6.96, Synergy_HSA=5.63. (4) Drug 1: C1=C(C(=O)NC(=O)N1)N(CCCl)CCCl. Drug 2: CC(C)(C#N)C1=CC(=CC(=C1)CN2C=NC=N2)C(C)(C)C#N. Cell line: SW-620. Synergy scores: CSS=21.4, Synergy_ZIP=1.22, Synergy_Bliss=-0.724, Synergy_Loewe=-1.90, Synergy_HSA=-1.65. (5) Drug 1: CC(C1=C(C=CC(=C1Cl)F)Cl)OC2=C(N=CC(=C2)C3=CN(N=C3)C4CCNCC4)N. Drug 2: CCC1(CC2CC(C3=C(CCN(C2)C1)C4=CC=CC=C4N3)(C5=C(C=C6C(=C5)C78CCN9C7C(C=CC9)(C(C(C8N6C)(C(=O)OC)O)OC(=O)C)CC)OC)C(=O)OC)O.OS(=O)(=O)O. Cell line: 786-0. Synergy scores: CSS=16.4, Synergy_ZIP=9.40, Synergy_Bliss=12.2, Synergy_Loewe=-8.60, Synergy_HSA=11.9. (6) Drug 1: COC1=C(C=C2C(=C1)N=CN=C2NC3=CC(=C(C=C3)F)Cl)OCCCN4CCOCC4. Drug 2: C1CC(C1)(C(=O)O)C(=O)O.[NH2-].[NH2-].[Pt+2]. Cell line: T-47D. Synergy scores: CSS=20.8, Synergy_ZIP=-7.35, Synergy_Bliss=-1.96, Synergy_Loewe=-9.40, Synergy_HSA=0.659. (7) Drug 1: C1=CC(=CC=C1CCCC(=O)O)N(CCCl)CCCl. Drug 2: CC1CCC2CC(C(=CC=CC=CC(CC(C(=O)C(C(C(=CC(C(=O)CC(OC(=O)C3CCCCN3C(=O)C(=O)C1(O2)O)C(C)CC4CCC(C(C4)OC)O)C)C)O)OC)C)C)C)OC. Cell line: CCRF-CEM. Synergy scores: CSS=57.5, Synergy_ZIP=-5.64, Synergy_Bliss=-7.85, Synergy_Loewe=-3.12, Synergy_HSA=-1.44.